This data is from Full USPTO retrosynthesis dataset with 1.9M reactions from patents (1976-2016). The task is: Predict the reactants needed to synthesize the given product. (1) Given the product [Cl:1][C:2]1[N:10]=[C:9]([Cl:11])[CH:8]=[CH:7][C:3]=1[C:4]([O:6][C:12]([CH3:15])([CH3:14])[CH3:13])=[O:5], predict the reactants needed to synthesize it. The reactants are: [Cl:1][C:2]1[N:10]=[C:9]([Cl:11])[CH:8]=[CH:7][C:3]=1[C:4]([OH:6])=[O:5].[C:12](OC(O[C:12]([CH3:15])([CH3:14])[CH3:13])N(C)C)([CH3:15])([CH3:14])[CH3:13]. (2) Given the product [Cl:18][C:16]1[C:17]2[C:9]([CH2:8][CH2:7][NH:55][CH2:57][CH:62]([CH3:64])[CH3:48])=[CH:10][N:11]([CH2:37][C:38]3[C:43]([CH3:44])=[C:42]([O:45][CH3:46])[C:41]([CH3:47])=[CH:40][N:39]=3)[C:12]=2[N:13]=[C:14]([NH2:19])[N:15]=1, predict the reactants needed to synthesize it. The reactants are: C([Si](C1C=CC=CC=1)(C1C=CC=CC=1)O[CH2:7][CH2:8][C:9]1[C:17]2[C:16]([Cl:18])=[N:15][C:14]([NH:19]C(=O)C)=[N:13][C:12]=2[NH:11][CH:10]=1)(C)(C)C.Cl.Cl[CH2:37][C:38]1[C:43]([CH3:44])=[C:42]([O:45][CH3:46])[C:41]([CH3:47])=[CH:40][N:39]=1.[C:48]([O-])([O-])=O.[K+].[K+].C[N:55]([CH:57]=O)C.CCO[C:62]([CH3:64])=O.O.